This data is from Reaction yield outcomes from USPTO patents with 853,638 reactions. The task is: Predict the reaction yield, written as a fraction of the theoretical maximum amount of product (1.0 means a 100% yield; for example, 0.34 means a 34% yield). (1) The reactants are [F:1][C:2]1[CH:7]=[C:6]([I:8])[CH:5]=[CH:4][C:3]=1[NH:9][C:10]1[CH:11]=[N:12][CH:13]=[CH:14][C:15]=1[C:16]([N:18]1[CH2:21][C:20]([C@@H:23]2[CH2:28][CH2:27][CH2:26][CH2:25][N:24]2C(OC(C)(C)C)=O)([OH:22])[CH2:19]1)=[O:17].Cl.[O:37]1CCO[CH2:39][CH2:38]1. The catalyst is CO. The product is [C:38]([O:22][C:20]1([C@@H:23]2[CH2:28][CH2:27][CH2:26][CH2:25][NH:24]2)[CH2:19][N:18]([C:16]([C:15]2[CH:14]=[CH:13][N:12]=[CH:11][C:10]=2[NH:9][C:3]2[CH:4]=[CH:5][C:6]([I:8])=[CH:7][C:2]=2[F:1])=[O:17])[CH2:21]1)(=[O:37])[CH3:39]. The yield is 0.630. (2) The reactants are I[C:2]1[CH:11]=[CH:10][C:9]([O:12][CH2:13][C:14]2[CH:19]=[CH:18][C:17]([O:20][CH3:21])=[CH:16][CH:15]=2)=[C:8]2[C:3]=1[CH:4]=[CH:5][CH:6]=[N:7]2.N1CCC[C@H]1C([O-])=O.[Na+].[CH3:31][C:32]1[CH:37]=[CH:36][C:35]([S:38]([O-:40])=[O:39])=[CH:34][CH:33]=1.[Na+]. The catalyst is CS(C)=O.[Cu]I. The product is [CH3:21][O:20][C:17]1[CH:18]=[CH:19][C:14]([CH2:13][O:12][C:9]2[CH:10]=[CH:11][C:2]([S:38]([C:35]3[CH:36]=[CH:37][C:32]([CH3:31])=[CH:33][CH:34]=3)(=[O:40])=[O:39])=[C:3]3[C:8]=2[N:7]=[CH:6][CH:5]=[CH:4]3)=[CH:15][CH:16]=1. The yield is 0.250. (3) The reactants are C([Si](C)(C)[O:6][CH2:7][CH2:8][O:9][C:10]1[CH:11]=[C:12]([CH:33]=[CH:34][CH:35]=1)[CH2:13][N:14]([CH3:32])[C:15]1[NH:16][C:17]2[C:22]([C:23](=[O:25])[N:24]=1)=[C:21]([O:26][CH3:27])[C:20]([O:28][CH3:29])=[C:19]([O:30][CH3:31])[CH:18]=2)(C)(C)C.[N+](CCCC)(CCCC)(CCCC)CCCC.[F-]. The catalyst is C1COCC1. The product is [OH:6][CH2:7][CH2:8][O:9][C:10]1[CH:11]=[C:12]([CH:33]=[CH:34][CH:35]=1)[CH2:13][N:14]([CH3:32])[C:15]1[NH:16][C:17]2[C:22]([C:23](=[O:25])[N:24]=1)=[C:21]([O:26][CH3:27])[C:20]([O:28][CH3:29])=[C:19]([O:30][CH3:31])[CH:18]=2. The yield is 0.166. (4) The reactants are [NH:1]1[CH:5]=[CH:4][N:3]=[CH:2]1.C(=O)([O-])[O-].[K+].[K+].F[C:13]1[CH:20]=[C:19]([F:21])[CH:18]=[CH:17][C:14]=1[C:15]#[N:16]. The catalyst is O1CCCC1.CN(C)C=O. The product is [F:21][C:19]1[CH:20]=[CH:13][C:14]([C:15]#[N:16])=[C:17]([N:1]2[CH:5]=[CH:4][N:3]=[CH:2]2)[CH:18]=1. The yield is 0.0900. (5) The reactants are [CH3:1][N:2]1[C:6]([CH3:7])=[C:5]([C:8](=[O:10])C)[CH:4]=[N:3]1.[Br:11]N1C(=O)CCC1=O. The catalyst is C1COCC1.C(OOC(=O)C1C=CC=CC=1)(=O)C1C=CC=CC=1. The product is [Br:11][CH2:7][C:6]1[N:2]([CH3:1])[N:3]=[CH:4][C:5]=1[CH:8]=[O:10]. The yield is 0.780. (6) The reactants are Br[C:2]1[CH:3]=[C:4]2[C:8](=[CH:9][CH:10]=1)[NH:7][N:6]=[C:5]2[C:11]1[N:12]=[N:13][N:14]([C:16]2[CH:32]=[CH:31][C:19]([C:20]([N:22]3[CH2:27][CH2:26][CH:25]([N:28]([CH3:30])[CH3:29])[CH2:24][CH2:23]3)=[O:21])=[CH:18][CH:17]=2)[CH:15]=1.C(=O)([O-])[O-].[K+].[K+]. The catalyst is O1CCOCC1.O. The product is [CH3:30][N:28]([CH3:29])[CH:25]1[CH2:26][CH2:27][N:22]([C:20](=[O:21])[C:19]2[CH:31]=[CH:32][C:16]([N:14]3[CH:15]=[C:11]([C:5]4[C:4]5[C:8](=[CH:9][CH:10]=[C:2]([CH:3]=[C:4]([CH3:8])[CH3:5])[CH:3]=5)[NH:7][N:6]=4)[N:12]=[N:13]3)=[CH:17][CH:18]=2)[CH2:23][CH2:24]1. The yield is 0.450. (7) The reactants are [Cl:1][C:2]1[CH:3]=[C:4]([CH2:10][CH2:11][C:12]2([CH:20]3[CH2:24][CH2:23][CH2:22][CH2:21]3)[O:17][C:16](=[O:18])[CH2:15][C:14](=[O:19])[CH2:13]2)[CH:5]=[CH:6][C:7]=1[O:8][CH3:9].P([O-])(O)(O)=O.[Na+].C(NC1C=CC(S([N:44]=[N+:45]=[N-])(=O)=O)=CC=1)(=O)C. The catalyst is CN(C=O)C. The product is [Cl:1][C:2]1[CH:3]=[C:4]([CH2:10][CH2:11][C:12]2([CH:20]3[CH2:24][CH2:23][CH2:22][CH2:21]3)[O:17][C:16](=[O:18])[C:15](=[N+:44]=[N-:45])[C:14](=[O:19])[CH2:13]2)[CH:5]=[CH:6][C:7]=1[O:8][CH3:9]. The yield is 1.00. (8) The reactants are Cl[C:2]1[C:11]2[C:6](=[CH:7][CH:8]=[CH:9][CH:10]=2)[C:5]([O:12][CH3:13])=[CH:4][N:3]=1.[F-:14].[Cs+]. The catalyst is CS(C)=O.O. The product is [F:14][C:2]1[C:11]2[C:6](=[CH:7][CH:8]=[CH:9][CH:10]=2)[C:5]([O:12][CH3:13])=[CH:4][N:3]=1. The yield is 0.620. (9) The reactants are [H-].[Na+].[F:3][C:4]([F:24])([F:23])[O:5][C:6]1[CH:11]=[CH:10][C:9]([N:12]2[CH2:16][CH2:15][C:14]3([CH2:21][CH2:20][NH:19][CH2:18][CH2:17]3)[C:13]2=[O:22])=[CH:8][CH:7]=1.[CH2:25]([O:32][C:33]1[CH:38]=[CH:37][CH:36]=[C:35](F)[N:34]=1)[C:26]1[CH:31]=[CH:30][CH:29]=[CH:28][CH:27]=1. The catalyst is CN(C=O)C.C(OCC)(=O)C. The yield is 0.730. The product is [CH2:25]([O:32][C:33]1[N:34]=[C:35]([N:19]2[CH2:18][CH2:17][C:14]3([C:13](=[O:22])[N:12]([C:9]4[CH:10]=[CH:11][C:6]([O:5][C:4]([F:3])([F:23])[F:24])=[CH:7][CH:8]=4)[CH2:16][CH2:15]3)[CH2:21][CH2:20]2)[CH:36]=[CH:37][CH:38]=1)[C:26]1[CH:27]=[CH:28][CH:29]=[CH:30][CH:31]=1.